Dataset: hERG Central: cardiac toxicity at 1µM, 10µM, and general inhibition. Task: Predict hERG channel inhibition at various concentrations. (1) The drug is Cc1ccc(N2C(=O)CC(NCc3ccc4c(c3)OCO4)C2=O)cc1Cl. Results: hERG_inhib (hERG inhibition (general)): blocker. (2) The drug is CC(=O)NCCc1nc2cc(NC(=O)Nc3ccccc3)ccc2n1C. Results: hERG_inhib (hERG inhibition (general)): blocker. (3) The compound is Cc1cccc(-c2nc(CN3CCCC(C(=O)NC4CCCCCC4)C3)c(C)o2)c1. Results: hERG_inhib (hERG inhibition (general)): blocker. (4) The drug is CCc1ccc2c(CN(CC)Cc3nc4ccccc4c(=O)[nH]3)cc(=O)oc2c1. Results: hERG_inhib (hERG inhibition (general)): blocker. (5) The drug is CCn1c(=Nc2ccc(N3CCOCC3)cc2)ccc2ccccc21. Results: hERG_inhib (hERG inhibition (general)): blocker. (6) Results: hERG_inhib (hERG inhibition (general)): blocker. The compound is COc1ccccc1OCCNCC(O)COc1cccc2[nH]c3ccccc3c12. (7) The compound is Cc1ccc2c(c1)nnn2C1CCN(CC(=O)Nc2ccccc2N2CCOCC2)CC1. Results: hERG_inhib (hERG inhibition (general)): blocker. (8) The molecule is Cl.Fc1ccc(COc2ccc(Br)cc2CNCC2CCCO2)cc1. Results: hERG_inhib (hERG inhibition (general)): blocker.